From a dataset of Full USPTO retrosynthesis dataset with 1.9M reactions from patents (1976-2016). Predict the reactants needed to synthesize the given product. (1) The reactants are: [N:1]1[CH:6]=[CH:5][CH:4]=[C:3](B(O)O)[CH:2]=1.Br[C:11]1[CH:20]=[CH:19][C:14]([C:15]([O:17][CH3:18])=[O:16])=[CH:13][CH:12]=1.C([O-])([O-])=O.[Na+].[Na+].C1(P(C2C=CC=CC=2)C2C=CC=CC=2)C=CC=CC=1. Given the product [CH3:18][O:17][C:15](=[O:16])[C:14]1[CH:19]=[CH:20][C:11]([C:3]2[CH:2]=[N:1][CH:6]=[CH:5][CH:4]=2)=[CH:12][CH:13]=1, predict the reactants needed to synthesize it. (2) Given the product [Br:27][C:10]1[CH:11]=[CH:12][C:13]2[C:14]3[N:15]=[C:16]([C:19]4[C:24]([Br:25])=[CH:23][CH:22]=[CH:21][C:20]=4[Br:26])[N:17]([CH2:37][O:36][CH2:35][CH2:34][Si:31]([CH3:33])([CH3:32])[CH3:30])[C:18]=3[C:5]3[C:6](=[CH:7][C:2]([Br:1])=[CH:3][CH:4]=3)[C:8]=2[CH:9]=1, predict the reactants needed to synthesize it. The reactants are: [Br:1][C:2]1[CH:3]=[CH:4][C:5]2[C:18]3[N:17]=[C:16]([C:19]4[C:24]([Br:25])=[CH:23][CH:22]=[CH:21][C:20]=4[Br:26])[NH:15][C:14]=3[C:13]3[C:8](=[CH:9][C:10]([Br:27])=[CH:11][CH:12]=3)[C:6]=2[CH:7]=1.[H-].[Na+].[CH3:30][Si:31]([CH2:34][CH2:35][O:36][CH2:37]Cl)([CH3:33])[CH3:32].O. (3) Given the product [CH3:3][C:4]1[CH:8]=[CH:7][N:6]([C:12]2[CH:13]=[N:14][CH:15]=[CH:16][CH:17]=2)[N:5]=1, predict the reactants needed to synthesize it. The reactants are: [H-].[Na+].[CH3:3][C:4]1[CH:8]=[CH:7][NH:6][N:5]=1.N#N.F[C:12]1[CH:13]=[N:14][CH:15]=[CH:16][CH:17]=1.